This data is from Full USPTO retrosynthesis dataset with 1.9M reactions from patents (1976-2016). The task is: Predict the reactants needed to synthesize the given product. (1) Given the product [CH2:1]([O:8][C:9]1[CH:15]=[C:14]([O:16][C:17]2[CH:22]=[CH:21][C:20]([S:23]([CH3:26])(=[O:25])=[O:24])=[CH:19][CH:18]=2)[CH:13]=[CH:12][C:10]=1[NH:11]/[N:28]=[C:33](\[CH3:32])/[C:34]([O:36][CH2:37][CH3:38])=[O:35])[C:2]1[CH:3]=[CH:4][CH:5]=[CH:6][CH:7]=1, predict the reactants needed to synthesize it. The reactants are: [CH2:1]([O:8][C:9]1[CH:15]=[C:14]([O:16][C:17]2[CH:22]=[CH:21][C:20]([S:23]([CH3:26])(=[O:25])=[O:24])=[CH:19][CH:18]=2)[CH:13]=[CH:12][C:10]=1[NH2:11])[C:2]1[CH:7]=[CH:6][CH:5]=[CH:4][CH:3]=1.Cl.[N:28]([O-])=O.[Na+].[CH3:32][CH:33](C(=O)C)[C:34]([O:36][CH2:37][CH3:38])=[O:35].[OH-].[K+]. (2) Given the product [Si:1]([O:8][C:9]1[CH:10]=[C:11]([CH:14]=[CH:15][C:16]=1[O:17][CH3:18])[CH2:12][NH:20][C:21]([CH3:28])([CH3:27])[C:22]([O:24][CH2:25][CH3:26])=[O:23])([C:4]([CH3:7])([CH3:6])[CH3:5])([CH3:3])[CH3:2], predict the reactants needed to synthesize it. The reactants are: [Si:1]([O:8][C:9]1[CH:10]=[C:11]([CH:14]=[CH:15][C:16]=1[O:17][CH3:18])[CH:12]=O)([C:4]([CH3:7])([CH3:6])[CH3:5])([CH3:3])[CH3:2].Cl.[NH2:20][C:21]([CH3:28])([CH3:27])[C:22]([O:24][CH2:25][CH3:26])=[O:23]. (3) Given the product [CH3:8][C:2]([CH3:1])([CH3:9])/[CH:3]=[CH:4]/[C:5](=[O:7])[CH3:13], predict the reactants needed to synthesize it. The reactants are: [CH3:1][C:2]([CH3:9])([CH3:8])/[CH:3]=[CH:4]/[C:5]([OH:7])=O.[Li]C.Cl.[CH3:13]COCC. (4) Given the product [CH2:1]([O:8][C:9]([N:11]1[CH2:16][CH2:15][CH:14]([O:17][C:19]2[CH:24]=[CH:23][C:22]([CH2:25][C:26]([O:28][CH3:29])=[O:27])=[CH:21][CH:20]=2)[CH2:13][CH2:12]1)=[O:10])[C:2]1[CH:7]=[CH:6][CH:5]=[CH:4][CH:3]=1, predict the reactants needed to synthesize it. The reactants are: [CH2:1]([O:8][C:9]([N:11]1[CH2:16][CH2:15][CH:14]([OH:17])[CH2:13][CH2:12]1)=[O:10])[C:2]1[CH:7]=[CH:6][CH:5]=[CH:4][CH:3]=1.O[C:19]1[CH:24]=[CH:23][C:22]([CH2:25][C:26]([O:28][CH3:29])=[O:27])=[CH:21][CH:20]=1. (5) The reactants are: [F:1][C:2]1[CH:3]=[CH:4][CH2:5][CH:6]2[C:11]=1[N:10]1[CH2:12][CH2:13][CH2:14][CH:9]1[C:8](=O)[NH:7]2.B.C1COCC1.CO. Given the product [F:1][C:2]1[CH:3]=[CH:4][CH2:5][CH:6]2[C:11]=1[N:10]1[CH2:12][CH2:13][CH2:14][CH:9]1[CH2:8][NH:7]2, predict the reactants needed to synthesize it.